This data is from Forward reaction prediction with 1.9M reactions from USPTO patents (1976-2016). The task is: Predict the product of the given reaction. (1) Given the reactants [CH:1]1([N:6]2[CH2:12][C:11]([F:14])([F:13])[C:10](=[O:15])[N:9]([CH3:16])[C:8]3[CH:17]=[N:18][C:19]([NH:21][C:22]4[CH:30]=[CH:29][C:25]([C:26]([OH:28])=O)=[CH:24][C:23]=4[O:31][CH3:32])=[N:20][C:7]2=3)[CH2:5][CH2:4][CH2:3][CH2:2]1.CN(C(ON1N=[N:48][C:43]2[CH:44]=C[CH:46]=[N:47][C:42]1=2)=[N+](C)C)C.F[P-](F)(F)(F)(F)F.Cl.CN1CC(N)C1, predict the reaction product. The product is: [CH:1]1([N:6]2[CH2:12][C:11]([F:13])([F:14])[C:10](=[O:15])[N:9]([CH3:16])[C:8]3[CH:17]=[N:18][C:19]([NH:21][C:22]4[CH:30]=[CH:29][C:25]([C:26]([NH:48][CH:43]5[CH2:42][N:47]([CH3:46])[CH2:44]5)=[O:28])=[CH:24][C:23]=4[O:31][CH3:32])=[N:20][C:7]2=3)[CH2:2][CH2:3][CH2:4][CH2:5]1. (2) Given the reactants [CH:1]1([NH:7][S:8](=[O:11])(=O)[OH:9])[CH2:6][CH2:5][CH2:4][CH2:3][CH2:2]1.P(Cl)(Cl)(Cl)(Cl)[Cl:13], predict the reaction product. The product is: [CH:1]1([NH:7][S:8]([Cl:13])(=[O:11])=[O:9])[CH2:6][CH2:5][CH2:4][CH2:3][CH2:2]1. (3) Given the reactants [NH:1]([C:3](=[S:5])[NH2:4])[NH2:2].[CH:6]1([CH2:12][C:13](O)=O)[CH2:11][CH2:10][CH2:9][CH2:8][CH2:7]1.N, predict the reaction product. The product is: [CH:6]1([CH2:12][C:13]2[S:5][C:3]([NH2:4])=[N:1][N:2]=2)[CH2:11][CH2:10][CH2:9][CH2:8][CH2:7]1. (4) Given the reactants [Cl:1][C:2]1[CH:11]=[C:10]([C:12]([N:14]([O:16][CH3:17])[CH3:15])=[O:13])[C:9]([N:18]2[CH2:23][CH2:22][CH:21]([OH:24])[CH2:20][CH2:19]2)=[C:8]2[C:3]=1[CH:4]=[CH:5][CH:6]=[N:7]2.N1C=CN=C1.[Si:30](Cl)([C:33]([CH3:36])([CH3:35])[CH3:34])([CH3:32])[CH3:31], predict the reaction product. The product is: [Si:30]([O:24][CH:21]1[CH2:20][CH2:19][N:18]([C:9]2[C:10]([C:12]([N:14]([O:16][CH3:17])[CH3:15])=[O:13])=[CH:11][C:2]([Cl:1])=[C:3]3[C:8]=2[N:7]=[CH:6][CH:5]=[CH:4]3)[CH2:23][CH2:22]1)([C:33]([CH3:36])([CH3:35])[CH3:34])([CH3:32])[CH3:31]. (5) Given the reactants [Br:1][C:2]1[CH:7]=[CH:6][C:5]([N:8]2[C:12](=[O:13])[NH:11][N:10]=[CH:9]2)=[C:4]([F:14])[CH:3]=1.[H-].[Na+].[C:17](Cl)([C:30]1[CH:35]=[CH:34][CH:33]=[CH:32][CH:31]=1)([C:24]1[CH:29]=[CH:28][CH:27]=[CH:26][CH:25]=1)[C:18]1[CH:23]=[CH:22][CH:21]=[CH:20][CH:19]=1, predict the reaction product. The product is: [Br:1][C:2]1[CH:7]=[CH:6][C:5]([N:8]2[C:12](=[O:13])[N:11]([C:17]([C:18]3[CH:23]=[CH:22][CH:21]=[CH:20][CH:19]=3)([C:30]3[CH:31]=[CH:32][CH:33]=[CH:34][CH:35]=3)[C:24]3[CH:25]=[CH:26][CH:27]=[CH:28][CH:29]=3)[N:10]=[CH:9]2)=[C:4]([F:14])[CH:3]=1. (6) Given the reactants C([O:8][CH2:9][C:10]1[N:11]([CH2:27]C2C=CN=CC=2)[C:12]([S:18][C:19]2[CH:24]=[CH:23][CH:22]=[C:21]([O:25][CH3:26])[CH:20]=2)=[C:13]([CH:15]([CH3:17])[CH3:16])[N:14]=1)C1C=CC=CC=1.Cl.[CH3:35][CH2:36]O, predict the reaction product. The product is: [CH:15]([C:13]1[N:14]=[C:10]([CH2:9][OH:8])[N:11]([CH2:27][C:36]2[CH:35]=[CH:15][CH:13]=[CH:12][N:11]=2)[C:12]=1[S:18][C:19]1[CH:24]=[CH:23][CH:22]=[C:21]([O:25][CH3:26])[CH:20]=1)([CH3:17])[CH3:16]. (7) Given the reactants [CH2:1]([C:8]1[N:13]([CH3:14])[C:12](=[O:15])[C:11]([C:16]2[CH:21]=[CH:20][C:19]([OH:22])=[C:18]([F:23])[CH:17]=2)=[CH:10][CH:9]=1)[C:2]1[CH:7]=[CH:6][CH:5]=[CH:4][CH:3]=1.Cl[C:25]1[C:34]2[C:29](=[CH:30][C:31]([O:37][CH2:38][CH2:39][CH2:40][N:41]3[CH2:46][CH2:45][O:44][CH2:43][CH2:42]3)=[C:32]([O:35][CH3:36])[CH:33]=2)[N:28]=[CH:27][CH:26]=1, predict the reaction product. The product is: [CH2:1]([C:8]1[N:13]([CH3:14])[C:12](=[O:15])[C:11]([C:16]2[CH:21]=[CH:20][C:19]([O:22][C:25]3[C:34]4[C:29](=[CH:30][C:31]([O:37][CH2:38][CH2:39][CH2:40][N:41]5[CH2:42][CH2:43][O:44][CH2:45][CH2:46]5)=[C:32]([O:35][CH3:36])[CH:33]=4)[N:28]=[CH:27][CH:26]=3)=[C:18]([F:23])[CH:17]=2)=[CH:10][CH:9]=1)[C:2]1[CH:3]=[CH:4][CH:5]=[CH:6][CH:7]=1.